This data is from Catalyst prediction with 721,799 reactions and 888 catalyst types from USPTO. The task is: Predict which catalyst facilitates the given reaction. (1) Product: [ClH:37].[F:1][C:2]1[CH:7]=[C:6]([O:8][C:9]2[CH:14]=[CH:13][N:12]=[C:11]([C:15]3[CH:16]=[N:17][N:18]([CH3:20])[CH:19]=3)[CH:10]=2)[C:5]([F:21])=[CH:4][C:3]=1[NH:22][C:23]([C:25]1([C:28]([NH:30][C:31]2[CH:32]=[CH:33][CH:34]=[CH:35][CH:36]=2)=[O:29])[CH2:27][CH2:26]1)=[O:24]. The catalyst class is: 10. Reactant: [F:1][C:2]1[CH:7]=[C:6]([O:8][C:9]2[CH:14]=[CH:13][N:12]=[C:11]([C:15]3[CH:16]=[N:17][N:18]([CH3:20])[CH:19]=3)[CH:10]=2)[C:5]([F:21])=[CH:4][C:3]=1[NH:22][C:23]([C:25]1([C:28]([NH:30][C:31]2[CH:36]=[CH:35][CH:34]=[CH:33][CH:32]=2)=[O:29])[CH2:27][CH2:26]1)=[O:24].[ClH:37].O1CCOCC1. (2) The catalyst class is: 554. Product: [CH2:29]([C:7]1[CH:8]=[C:9]([C:13]2[N:17]=[C:16]([C:18]3[CH:23]=[C:22]([CH2:24][CH:25]([CH3:26])[CH3:27])[CH:21]=[C:20]([CH3:28])[N:19]=3)[O:15][N:14]=2)[CH:10]=[C:11]([CH3:12])[C:6]=1[O:5][CH2:4][C@@H:3]([OH:31])[CH2:2][NH:1][C:43](=[O:44])[CH2:42][OH:45])[CH3:30]. Reactant: [NH2:1][CH2:2][C@H:3]([OH:31])[CH2:4][O:5][C:6]1[C:11]([CH3:12])=[CH:10][C:9]([C:13]2[N:17]=[C:16]([C:18]3[CH:23]=[C:22]([CH2:24][CH:25]([CH3:27])[CH3:26])[CH:21]=[C:20]([CH3:28])[N:19]=3)[O:15][N:14]=2)=[CH:8][C:7]=1[CH2:29][CH3:30].C1C=CC2N(O)N=NC=2C=1.[C:42](O)(=[O:45])[CH2:43][OH:44].CCN=C=NCCCN(C)C.Cl. (3) Reactant: CC(C[NH:5][C:6](/[CH:8]=[CH:9]/[CH:10]=[CH:11]/C1C=CC2OCOC=2C=1)=O)C.[O:21]1[C:25]2[CH:26]=[CH:27][C:28]([CH2:30][CH2:31][C:32]([OH:34])=O)=[CH:29][C:24]=2[O:23][CH2:22]1.N1CCCCC1.C(N(CC)CC)C.CS(Cl)(=O)=O. Product: [O:21]1[C:25]2[CH:26]=[CH:27][C:28]([CH2:30][CH2:31][C:32]([N:5]3[CH2:6][CH2:8][CH2:9][CH2:10][CH2:11]3)=[O:34])=[CH:29][C:24]=2[O:23][CH2:22]1. The catalyst class is: 4. (4) Reactant: Br[C:2]1[CH:3]=[CH:4][C:5]([F:30])=[C:6]2[C:11]=1[NH:10][C:9](=[O:12])[CH:8]=[C:7]2[CH2:13][N:14]([C:23]1[CH:28]=[CH:27][CH:26]=[C:25]([Cl:29])[CH:24]=1)[C:15]([C:17]1[S:21][CH:20]=[N:19][C:18]=1[CH3:22])=[O:16].[H][H]. Product: [Cl:29][C:25]1[CH:24]=[C:23]([N:14]([CH2:13][C:7]2[C:6]3[C:11](=[CH:2][CH:3]=[CH:4][C:5]=3[F:30])[NH:10][C:9](=[O:12])[CH:8]=2)[C:15]([C:17]2[S:21][CH:20]=[N:19][C:18]=2[CH3:22])=[O:16])[CH:28]=[CH:27][CH:26]=1. The catalyst class is: 19. (5) Reactant: [CH3:1][C:2]1[CH:9]=[CH:8][C:5]([C:6]#[N:7])=[CH:4][N:3]=1.ClC1C=C(C=CC=1)C(OO)=[O:15].S([O-])([O-])=O.[Na+].[Na+]. Product: [CH3:1][C:2]1[CH:9]=[CH:8][C:5]([C:6]#[N:7])=[CH:4][N+:3]=1[O-:15]. The catalyst class is: 22. (6) Reactant: [OH:1][C@H:2]([CH2:21][N:22]1[CH2:26][CH2:25][CH2:24][CH2:23]1)[CH2:3][O:4][C:5]1[CH:6]=[CH:7][C:8]2[C:9]3[N:10]([CH2:18][CH2:19][N:20]=3)[C:11]([NH2:17])=[N:12][C:13]=2[C:14]=1[O:15][CH3:16].[C:27](O)(=[O:34])[C:28]1[CH:33]=[CH:32][CH:31]=[N:30][CH:29]=1.C1CN([P+](ON2N=NC3C=CC=CC2=3)(N2CCCC2)N2CCCC2)CC1.F[P-](F)(F)(F)(F)F.C(N(C(C)C)CC)(C)C. Product: [OH:1][C@H:2]([CH2:21][N:22]1[CH2:26][CH2:25][CH2:24][CH2:23]1)[CH2:3][O:4][C:5]1[CH:6]=[CH:7][C:8]2[C:9]3[N:10]([CH2:18][CH2:19][N:20]=3)[C:11]([NH:17][C:27]([C:28]3[CH:29]=[N:30][CH:31]=[CH:32][CH:33]=3)=[O:34])=[N:12][C:13]=2[C:14]=1[O:15][CH3:16]. The catalyst class is: 3. (7) Reactant: [N:1]1[C:10]2[C:5](=[CH:6][CH:7]=[CH:8][CH:9]=2)[CH:4]=[CH:3][C:2]=1[CH:11]=[O:12].[BH4-].[Na+].O. Product: [N:1]1[C:10]2[C:5](=[CH:6][CH:7]=[CH:8][CH:9]=2)[CH:4]=[CH:3][C:2]=1[CH2:11][OH:12]. The catalyst class is: 5.